The task is: Predict which catalyst facilitates the given reaction.. This data is from Catalyst prediction with 721,799 reactions and 888 catalyst types from USPTO. (1) Reactant: [CH3:1][N:2]1[CH2:7][CH2:6][N:5]([S:8]([NH2:11])(=[O:10])=[O:9])[CH2:4][CH2:3]1.[H-].[Na+].[Cl:14][C:15]1[CH:20]=[C:19](Cl)[N:18]=[C:17]([S:22][CH2:23][C:24]2[CH:29]=[CH:28][CH:27]=[C:26]([Cl:30])[C:25]=2[F:31])[N:16]=1. Product: [Cl:14][C:15]1[N:16]=[C:17]([S:22][CH2:23][C:24]2[CH:29]=[CH:28][CH:27]=[C:26]([Cl:30])[C:25]=2[F:31])[N:18]=[C:19]([NH:11][S:8]([N:5]2[CH2:6][CH2:7][N:2]([CH3:1])[CH2:3][CH2:4]2)(=[O:10])=[O:9])[CH:20]=1. The catalyst class is: 3. (2) Reactant: [Br:1][C:2]1[CH:7]=[C:6]([F:8])[C:5]([OH:9])=[C:4]([F:10])[CH:3]=1.[CH:11]1(O)[CH2:15][CH2:14][CH2:13][CH2:12]1.C1(P(C2C=CC=CC=2)C2C=CC=CC=2)C=CC=CC=1.CC(OC(/N=N/C(OC(C)C)=O)=O)C. Product: [Br:1][C:2]1[CH:7]=[C:6]([F:8])[C:5]([O:9][CH:11]2[CH2:15][CH2:14][CH2:13][CH2:12]2)=[C:4]([F:10])[CH:3]=1. The catalyst class is: 765. (3) Reactant: C(C1C=CC([C@@H]2[C@]3(C4C(=CC=C(C(O)=O)C=4)NC3=O)C2)=CC=1)#N.C[O:25][C:26]([C:28]1[CH:29]=[C:30]2[C:34](=[CH:35][CH:36]=1)[NH:33][C:32](=[O:37])[C@@:31]12[CH2:39][C@@H:38]1[C:40]1[CH:45]=[CH:44][C:43]([F:46])=[CH:42][CH:41]=1)=[O:27].[OH-].[Li+]. Product: [F:46][C:43]1[CH:42]=[CH:41][C:40]([C@H:38]2[C@@:31]3([C:30]4[C:34](=[CH:35][CH:36]=[C:28]([C:26]([OH:27])=[O:25])[CH:29]=4)[NH:33][C:32]3=[O:37])[CH2:39]2)=[CH:45][CH:44]=1. The catalyst class is: 24.